Predict the reactants needed to synthesize the given product. From a dataset of Full USPTO retrosynthesis dataset with 1.9M reactions from patents (1976-2016). (1) Given the product [OH:58][C:39]12[C:50]3[C:55](=[CH:54][CH:53]=[CH:52][CH:51]=3)[C:56](=[O:57])[C:38]1([NH:37][C:12]([C:10]1[NH:9][N:8]=[C:7]([C:1]3[CH:2]=[CH:3][CH:4]=[CH:5][CH:6]=3)[CH:11]=1)=[O:14])[C:42]1[CH:43]=[CH:44][C:45]([CH:47]([CH3:49])[CH3:48])=[CH:46][C:41]=1[O:40]2, predict the reactants needed to synthesize it. The reactants are: [C:1]1([C:7]2[CH:11]=[C:10]([C:12]([OH:14])=O)[NH:9][N:8]=2)[CH:6]=[CH:5][CH:4]=[CH:3][CH:2]=1.C1C=CC2N(O)N=NC=2C=1.CCN=C=NCCCN(C)C.Cl.[NH2:37][C:38]12[C:56](=[O:57])[C:55]3[C:50](=[CH:51][CH:52]=[CH:53][CH:54]=3)[C:39]1([OH:58])[O:40][C:41]1[CH:46]=[C:45]([CH:47]([CH3:49])[CH3:48])[CH:44]=[CH:43][C:42]=12. (2) Given the product [N:8]([C@@H:1]1[CH2:5][CH2:4][CH2:3][C@H:2]1[OH:6])=[N+:9]=[N-:10], predict the reactants needed to synthesize it. The reactants are: [CH:1]12[O:6][CH:2]1[CH2:3][CH2:4][CH2:5]2.O.[N-:8]=[N+:9]=[N-:10].[Na+].[Cl-].[NH4+]. (3) The reactants are: [Br:1][C:2]1[CH:21]=[N:20][C:5]2[N:6]([CH2:18][CH3:19])[C:7]3[N:15]=[C:14](Cl)[CH:13]=[C:12]([CH3:17])[C:8]=3[NH:9][C:10](=[O:11])[C:4]=2[CH:3]=1.[CH3:22][O:23][C:24]1[CH:31]=[CH:30][C:27]([CH2:28][NH2:29])=[CH:26][CH:25]=1. Given the product [Br:1][C:2]1[CH:21]=[N:20][C:5]2[N:6]([CH2:18][CH3:19])[C:7]3[N:15]=[C:14]([NH:29][CH2:28][C:27]4[CH:30]=[CH:31][C:24]([O:23][CH3:22])=[CH:25][CH:26]=4)[CH:13]=[C:12]([CH3:17])[C:8]=3[NH:9][C:10](=[O:11])[C:4]=2[CH:3]=1, predict the reactants needed to synthesize it. (4) Given the product [NH2:19][C:17]1[C:16]([OH:22])=[CH:15][CH:14]=[C:13]([CH2:12][CH2:11][C:9]2[N:10]=[C:6]3[C:5]([CH3:23])=[N:4][CH:3]=[C:2]([CH3:1])[N:7]3[N:8]=2)[N:18]=1, predict the reactants needed to synthesize it. The reactants are: [CH3:1][C:2]1[N:7]2[N:8]=[C:9]([CH2:11][CH2:12][C:13]3[N:18]=[C:17]([N+:19]([O-])=O)[C:16]([OH:22])=[CH:15][CH:14]=3)[N:10]=[C:6]2[C:5]([CH3:23])=[N:4][CH:3]=1. (5) Given the product [C:1]([O:5][C:6]([N:8]1[CH2:13][CH2:12][CH:11]([N:14]([CH2:15][C:16]2[CH:21]=[CH:20][CH:19]=[CH:18][CH:17]=2)[C:29](=[O:30])[CH2:28][CH:22]2[CH2:27][CH2:26][CH2:25][CH2:24][CH2:23]2)[CH2:10][CH2:9]1)=[O:7])([CH3:4])([CH3:2])[CH3:3], predict the reactants needed to synthesize it. The reactants are: [C:1]([O:5][C:6]([N:8]1[CH2:13][CH2:12][CH:11]([NH:14][CH2:15][C:16]2[CH:21]=[CH:20][CH:19]=[CH:18][CH:17]=2)[CH2:10][CH2:9]1)=[O:7])([CH3:4])([CH3:3])[CH3:2].[CH:22]1([CH2:28][C:29](O)=[O:30])[CH2:27][CH2:26][CH2:25][CH2:24][CH2:23]1. (6) The reactants are: C[O:2][C:3](=[O:17])[CH:4]=[CH:5][C:6]1[C:7]([Cl:16])=[N:8][C:9]([C:12]([F:15])([F:14])[F:13])=[CH:10][CH:11]=1.[Li+].[OH-]. Given the product [Cl:16][C:7]1[C:6]([CH:5]=[CH:4][C:3]([OH:17])=[O:2])=[CH:11][CH:10]=[C:9]([C:12]([F:13])([F:14])[F:15])[N:8]=1, predict the reactants needed to synthesize it. (7) Given the product [F:1][C:2]1[C:10]([C:11]2[CH:12]=[CH:13][C:14]([C:17]3([CH2:20][OH:21])[CH2:18][CH2:19]3)=[CH:15][CH:16]=2)=[C:9]([F:22])[CH:8]=[C:7]2[C:3]=1[C:4]([C:23]([OH:26])=[O:24])=[CH:5][NH:6]2, predict the reactants needed to synthesize it. The reactants are: [F:1][C:2]1[C:10]([C:11]2[CH:16]=[CH:15][C:14]([C:17]3([CH2:20][OH:21])[CH2:19][CH2:18]3)=[CH:13][CH:12]=2)=[C:9]([F:22])[CH:8]=[C:7]2[C:3]=1[C:4]([CH:23]=[O:24])=[CH:5][NH:6]2.Cl([O-])=[O:26].[Na+].S([O-])([O-])(=O)=O.[Na+].[Na+].